This data is from Reaction yield outcomes from USPTO patents with 853,638 reactions. The task is: Predict the reaction yield, written as a fraction of the theoretical maximum amount of product (1.0 means a 100% yield; for example, 0.34 means a 34% yield). (1) The reactants are [Br:1][C:2]1[CH:10]=[C:9]2[C:5]([CH2:6][C:7]([CH3:21])([CH3:20])[C:8]2([NH:13]S(C(C)(C)C)=O)[CH:11]=[CH2:12])=[CH:4][CH:3]=1.Cl.CCOCC. The catalyst is ClCCl. The product is [Br:1][C:2]1[CH:10]=[C:9]2[C:5]([CH2:6][C:7]([CH3:21])([CH3:20])[C:8]2([CH:11]=[CH2:12])[NH2:13])=[CH:4][CH:3]=1. The yield is 0.680. (2) The reactants are CC(OI1(OC(C)=O)(OC(C)=O)OC(=O)C2C=CC=CC1=2)=O.[C:23]([O:27][C:28]([N:30]1[CH2:35][CH2:34][C:33]2[N:36]([CH2:49][CH2:50][CH2:51][OH:52])[N:37]=[C:38]([C:39]3[CH:44]=[CH:43][C:42]([C:45]([F:48])([F:47])[F:46])=[CH:41][CH:40]=3)[C:32]=2[CH2:31]1)=[O:29])([CH3:26])([CH3:25])[CH3:24].[O-]S([O-])(=S)=O.[Na+].[Na+]. The catalyst is C(Cl)Cl.CCOCC.C([O-])(O)=O.[Na+]. The product is [C:23]([O:27][C:28]([N:30]1[CH2:35][CH2:34][C:33]2[N:36]([CH2:49][CH2:50][CH:51]=[O:52])[N:37]=[C:38]([C:39]3[CH:44]=[CH:43][C:42]([C:45]([F:48])([F:46])[F:47])=[CH:41][CH:40]=3)[C:32]=2[CH2:31]1)=[O:29])([CH3:26])([CH3:25])[CH3:24]. The yield is 0.790. (3) The reactants are [N:1]1([C:6]([O:8][C@H:9]2[CH2:14][C@H:13]([C:15]([NH:17][OH:18])=[O:16])[C@@H:12]([C:19]([N:21]3[CH2:26][CH:25]=[C:24]([C:27]4[CH:32]=[CH:31][CH:30]=[CH:29][CH:28]=4)[CH2:23][CH2:22]3)=[O:20])[N:11]([CH3:33])[CH2:10]2)=[O:7])[CH2:5][CH2:4][CH2:3][CH2:2]1.[H][H]. The catalyst is CO.[Pd].[O-]S([O-])(=O)=O.[Ba+2]. The product is [N:1]1([C:6]([O:8][C@H:9]2[CH2:14][C@H:13]([C:15]([NH:17][OH:18])=[O:16])[C@@H:12]([C:19]([N:21]3[CH2:26][CH2:25][CH:24]([C:27]4[CH:32]=[CH:31][CH:30]=[CH:29][CH:28]=4)[CH2:23][CH2:22]3)=[O:20])[N:11]([CH3:33])[CH2:10]2)=[O:7])[CH2:5][CH2:4][CH2:3][CH2:2]1. The yield is 1.00. (4) The reactants are C([Sn](CCCC)(CCCC)[CH2:6][O:7][CH2:8][O:9][CH3:10])CCC.[Li]CCCC.[Br:24][C:25]1[CH:30]=[CH:29][C:28]([NH:31][C:32]2[C:33]([CH:43]=[O:44])=[CH:34][C:35]3[N:39]([CH3:40])[CH:38]=[N:37][C:36]=3[C:41]=2[F:42])=[C:27]([Cl:45])[CH:26]=1. The catalyst is C1COCC1. The product is [Br:24][C:25]1[CH:30]=[CH:29][C:28]([NH:31][C:32]2[C:33]([CH:43]([OH:44])[CH2:6][O:7][CH2:8][O:9][CH3:10])=[CH:34][C:35]3[N:39]([CH3:40])[CH:38]=[N:37][C:36]=3[C:41]=2[F:42])=[C:27]([Cl:45])[CH:26]=1. The yield is 0.640.